Dataset: Peptide-MHC class I binding affinity with 185,985 pairs from IEDB/IMGT. Task: Regression. Given a peptide amino acid sequence and an MHC pseudo amino acid sequence, predict their binding affinity value. This is MHC class I binding data. (1) The peptide sequence is LTNAISSRV. The MHC is HLA-A02:06 with pseudo-sequence HLA-A02:06. The binding affinity (normalized) is 0.540. (2) The peptide sequence is HPRVSSEVHI. The MHC is HLA-A24:02 with pseudo-sequence HLA-A24:02. The binding affinity (normalized) is 0.